Dataset: Reaction yield outcomes from USPTO patents with 853,638 reactions. Task: Predict the reaction yield, written as a fraction of the theoretical maximum amount of product (1.0 means a 100% yield; for example, 0.34 means a 34% yield). The reactants are [F:1][C:2]1[CH:7]=[CH:6][C:5]([CH:8]2[CH:13]=[CH:12][NH:11][N:10](C#N)[C:9]2=[O:16])=[CH:4][CH:3]=1.[OH:17]S(O)(=O)=O.[CH3:22][OH:23]. No catalyst specified. The product is [F:1][C:2]1[CH:7]=[CH:6][C:5]([CH:8]2[CH:13]=[CH:12][NH:11][N:10]([C:22]([OH:17])=[O:23])[C:9]2=[O:16])=[CH:4][CH:3]=1. The yield is 0.690.